This data is from NCI-60 drug combinations with 297,098 pairs across 59 cell lines. The task is: Regression. Given two drug SMILES strings and cell line genomic features, predict the synergy score measuring deviation from expected non-interaction effect. (1) Drug 1: C1=NC(=NC(=O)N1C2C(C(C(O2)CO)O)O)N. Drug 2: C1CNP(=O)(OC1)N(CCCl)CCCl. Cell line: MDA-MB-231. Synergy scores: CSS=38.0, Synergy_ZIP=1.04, Synergy_Bliss=1.12, Synergy_Loewe=-57.7, Synergy_HSA=0.552. (2) Drug 1: B(C(CC(C)C)NC(=O)C(CC1=CC=CC=C1)NC(=O)C2=NC=CN=C2)(O)O. Drug 2: CC1C(C(CC(O1)OC2CC(CC3=C2C(=C4C(=C3O)C(=O)C5=C(C4=O)C(=CC=C5)OC)O)(C(=O)CO)O)N)O.Cl. Cell line: NCI-H322M. Synergy scores: CSS=33.1, Synergy_ZIP=-9.38, Synergy_Bliss=-5.85, Synergy_Loewe=-3.93, Synergy_HSA=-2.66. (3) Drug 1: CCC1(CC2CC(C3=C(CCN(C2)C1)C4=CC=CC=C4N3)(C5=C(C=C6C(=C5)C78CCN9C7C(C=CC9)(C(C(C8N6C)(C(=O)OC)O)OC(=O)C)CC)OC)C(=O)OC)O.OS(=O)(=O)O. Drug 2: CN1C2=C(C=C(C=C2)N(CCCl)CCCl)N=C1CCCC(=O)O.Cl. Cell line: NCI-H226. Synergy scores: CSS=-2.89, Synergy_ZIP=-0.657, Synergy_Bliss=-4.73, Synergy_Loewe=-6.04, Synergy_HSA=-7.31. (4) Drug 1: CCCS(=O)(=O)NC1=C(C(=C(C=C1)F)C(=O)C2=CNC3=C2C=C(C=N3)C4=CC=C(C=C4)Cl)F. Drug 2: CC1C(C(CC(O1)OC2CC(CC3=C2C(=C4C(=C3O)C(=O)C5=C(C4=O)C(=CC=C5)OC)O)(C(=O)C)O)N)O.Cl. Cell line: MDA-MB-231. Synergy scores: CSS=9.59, Synergy_ZIP=-0.922, Synergy_Bliss=6.71, Synergy_Loewe=-11.8, Synergy_HSA=4.54. (5) Drug 1: C1CN(P(=O)(OC1)NCCCl)CCCl. Drug 2: C1C(C(OC1N2C=NC3=C2NC=NCC3O)CO)O. Cell line: HT29. Synergy scores: CSS=-3.59, Synergy_ZIP=1.02, Synergy_Bliss=-0.261, Synergy_Loewe=-4.91, Synergy_HSA=-4.22. (6) Drug 1: C1C(C(OC1N2C=C(C(=O)NC2=O)F)CO)O. Drug 2: CC1=C2C(C(=O)C3(C(CC4C(C3C(C(C2(C)C)(CC1OC(=O)C(C(C5=CC=CC=C5)NC(=O)OC(C)(C)C)O)O)OC(=O)C6=CC=CC=C6)(CO4)OC(=O)C)O)C)O. Cell line: NCI-H226. Synergy scores: CSS=2.15, Synergy_ZIP=0.0439, Synergy_Bliss=1.55, Synergy_Loewe=-0.501, Synergy_HSA=-1.41.